From a dataset of Full USPTO retrosynthesis dataset with 1.9M reactions from patents (1976-2016). Predict the reactants needed to synthesize the given product. (1) Given the product [Cl:21][CH2:13][C:5]1[C:4]([C:15]([F:18])([F:17])[F:16])=[N:3][N:2]([CH3:1])[C:6]=1[O:7][CH2:8][C:9]([F:12])([F:11])[F:10], predict the reactants needed to synthesize it. The reactants are: [CH3:1][N:2]1[C:6]([O:7][CH2:8][C:9]([F:12])([F:11])[F:10])=[C:5]([CH2:13]O)[C:4]([C:15]([F:18])([F:17])[F:16])=[N:3]1.S(Cl)([Cl:21])=O. (2) Given the product [CH2:1]([C:3]([C:21]1[CH:34]=[CH:33][C:24]([CH2:25][CH:26]2[S:30][C:29](=[O:31])[NH:28][C:27]2=[O:32])=[C:23]([CH3:35])[CH:22]=1)([C:6]1[CH:11]=[CH:10][C:9]([O:12][CH2:13][CH:14]([OH:19])[C:15]([CH3:17])([CH3:18])[CH3:16])=[C:8]([CH3:20])[CH:7]=1)[CH2:4][CH3:5])[CH3:2], predict the reactants needed to synthesize it. The reactants are: [CH2:1]([C:3]([C:21]1[CH:34]=[CH:33][C:24]([CH:25]=[C:26]2[S:30][C:29](=[O:31])[NH:28][C:27]2=[O:32])=[C:23]([CH3:35])[CH:22]=1)([C:6]1[CH:11]=[CH:10][C:9]([O:12][CH2:13][CH:14]([OH:19])[C:15]([CH3:18])([CH3:17])[CH3:16])=[C:8]([CH3:20])[CH:7]=1)[CH2:4][CH3:5])[CH3:2]. (3) Given the product [N:1]([CH2:4][CH2:5][O:6][CH2:7][CH2:8][O:9][CH2:10][CH2:11][O:12][CH2:13][CH2:14][O:15][CH2:16][CH2:17][O:18][CH2:19][CH2:20][NH:21][C:22](=[O:59])[CH2:23][CH2:24][C@@H:25]([C:52]([OH:54])=[O:53])[NH:26][C:27](=[O:51])[CH2:28][CH2:29][CH2:30][CH2:31][CH2:32][CH2:33][CH2:34][CH2:35][CH2:36][CH2:37][CH2:38][CH2:39][CH2:40][CH2:41][CH2:42][CH2:43][C:44]([OH:46])=[O:45])=[N+:2]=[N-:3], predict the reactants needed to synthesize it. The reactants are: [N:1]([CH2:4][CH2:5][O:6][CH2:7][CH2:8][O:9][CH2:10][CH2:11][O:12][CH2:13][CH2:14][O:15][CH2:16][CH2:17][O:18][CH2:19][CH2:20][NH:21][C:22](=[O:59])[CH2:23][CH2:24][C@@H:25]([C:52]([O:54]C(C)(C)C)=[O:53])[NH:26][C:27](=[O:51])[CH2:28][CH2:29][CH2:30][CH2:31][CH2:32][CH2:33][CH2:34][CH2:35][CH2:36][CH2:37][CH2:38][CH2:39][CH2:40][CH2:41][CH2:42][CH2:43][C:44]([O:46]C(C)(C)C)=[O:45])=[N+:2]=[N-:3].C(O)(C(F)(F)F)=O. (4) Given the product [NH2:56][C:53]1[S:54][CH:55]=[C:51](/[C:22](=[N:21]/[O:20][C:17]2([C:15]([OH:16])=[O:14])[CH2:18][CH2:19]2)/[C:23]([NH:25][C@@H:26]2[C:29](=[O:30])[N:28]([S:31]([OH:34])(=[O:32])=[O:33])[C@@H:27]2[CH2:35][N:36]2[N:40]=[C:39]3[CH2:41][NH:42][CH2:43][C:38]3=[N:37]2)=[O:24])[N:52]=1, predict the reactants needed to synthesize it. The reactants are: C([O:14][C:15]([C:17]1([O:20]/[N:21]=[C:22](/[C:51]2[N:52]=[C:53]([NH:56]C(OC(C)(C)C)=O)[S:54][CH:55]=2)\[C:23]([NH:25][C@@H:26]2[C:29](=[O:30])[N:28]([S:31]([OH:34])(=[O:33])=[O:32])[C@@H:27]2[CH2:35][N:36]2[N:40]=[C:39]3[CH2:41][N:42](C(OC(C)(C)C)=O)[CH2:43][C:38]3=[N:37]2)=[O:24])[CH2:19][CH2:18]1)=[O:16])(C1C=CC=CC=1)C1C=CC=CC=1.C1(OC)C=CC=CC=1.C(O)(C(F)(F)F)=O.